The task is: Predict the product of the given reaction.. This data is from Forward reaction prediction with 1.9M reactions from USPTO patents (1976-2016). (1) Given the reactants Br[C:2]1[CH:9]=[CH:8][C:5]([C:6]#[N:7])=[CH:4][CH:3]=1.[C:10]([O:14][CH2:15][CH3:16])(=[O:13])[CH:11]=[CH2:12], predict the reaction product. The product is: [C:6]([C:5]1[CH:8]=[CH:9][C:2](/[CH:12]=[CH:11]/[C:10]([O:14][CH2:15][CH3:16])=[O:13])=[CH:3][CH:4]=1)#[N:7]. (2) Given the reactants [Cl:1][C:2]1[CH:7]=[CH:6][CH:5]=[C:4]([Cl:8])[C:3]=1[N:9]1[CH:18]=[C:12]2[CH:13]=[N:14][CH:15]=[C:16]([F:17])[C:11]2=[N:10]1.C1C=C(Cl)C=C(C(OO)=[O:27])C=1.S([O-])([O-])(=O)=S.[Na+].[Na+], predict the reaction product. The product is: [Cl:1][C:2]1[CH:7]=[CH:6][CH:5]=[C:4]([Cl:8])[C:3]=1[N:9]1[CH:18]=[C:12]2[CH:13]=[N+:14]([O-:27])[CH:15]=[C:16]([F:17])[C:11]2=[N:10]1. (3) Given the reactants [C:1]1([S:7]([N:10]2[CH2:18][C@H:17]([NH2:19])[CH2:16][C@H:11]2[C:12]([O:14][CH3:15])=[O:13])(=[O:9])=[O:8])[CH:6]=[CH:5][CH:4]=[CH:3][CH:2]=1.[C:20]([NH:27][CH2:28][CH2:29][CH2:30][CH2:31][CH2:32][C:33](O)=[O:34])([O:22][C:23]([CH3:26])([CH3:25])[CH3:24])=[O:21].CN(C(ON1N=NC2C=CC=NC1=2)=[N+](C)C)C.F[P-](F)(F)(F)(F)F.C(N(C(C)C)CC)(C)C, predict the reaction product. The product is: [CH3:15][O:14][C:12](=[O:13])[C@@H:11]1[CH2:16][C@@H:17]([NH:19][C:33](=[O:34])[CH2:32][CH2:31][CH2:30][CH2:29][CH2:28][NH:27][C:20]([O:22][C:23]([CH3:25])([CH3:24])[CH3:26])=[O:21])[CH2:18][N:10]1[S:7]([C:1]1[CH:2]=[CH:3][CH:4]=[CH:5][CH:6]=1)(=[O:8])=[O:9]. (4) Given the reactants [CH2:1]([C:5]1[N:6]=[C:7]([CH3:34])[N:8]([C:27]2[N:32]=[CH:31][C:30]([OH:33])=[CH:29][N:28]=2)[C:9](=[O:26])[C:10]=1[CH2:11][C:12]1[CH:17]=[CH:16][C:15]([C:18]2[C:19]([C:24]#[N:25])=[CH:20][CH:21]=[CH:22][CH:23]=2)=[CH:14][CH:13]=1)[CH2:2][CH2:3][CH3:4].[CH:35]1(O)[CH2:40][CH2:39][CH2:38][CH2:37][CH2:36]1.C1(P(C2C=CC=CC=2)C2C=CC=CC=2)C=CC=CC=1.C(OC(N=NC(OCC)=O)=O)C, predict the reaction product. The product is: [CH2:1]([C:5]1[N:6]=[C:7]([CH3:34])[N:8]([C:27]2[N:32]=[CH:31][C:30]([O:33][CH:35]3[CH2:40][CH2:39][CH2:38][CH2:37][CH2:36]3)=[CH:29][N:28]=2)[C:9](=[O:26])[C:10]=1[CH2:11][C:12]1[CH:13]=[CH:14][C:15]([C:18]2[C:19]([C:24]#[N:25])=[CH:20][CH:21]=[CH:22][CH:23]=2)=[CH:16][CH:17]=1)[CH2:2][CH2:3][CH3:4]. (5) Given the reactants [C:1]([O:5][C:6]([NH:8][C@H:9]1[CH2:13][CH2:12][C@H:11]([O:14][C:15]2[CH:20]=[C:19]([F:21])[CH:18]=[CH:17][C:16]=2[NH:22][C:23]2[C:24]3[C:31]([CH3:32])=[C:30]([C:33]([OH:35])=O)[S:29][C:25]=3[N:26]=[CH:27][N:28]=2)[CH2:10]1)=[O:7])([CH3:4])([CH3:3])[CH3:2].C[N:37](C(ON1N=NC2C=CC=CC1=2)=[N+](C)C)C.[B-](F)(F)(F)F.CCN(C(C)C)C(C)C.N, predict the reaction product. The product is: [C:1]([O:5][C:6](=[O:7])[NH:8][C@H:9]1[CH2:13][CH2:12][C@H:11]([O:14][C:15]2[CH:20]=[C:19]([F:21])[CH:18]=[CH:17][C:16]=2[NH:22][C:23]2[C:24]3[C:31]([CH3:32])=[C:30]([C:33](=[O:35])[NH2:37])[S:29][C:25]=3[N:26]=[CH:27][N:28]=2)[CH2:10]1)([CH3:2])([CH3:3])[CH3:4].